Dataset: Peptide-MHC class II binding affinity with 134,281 pairs from IEDB. Task: Regression. Given a peptide amino acid sequence and an MHC pseudo amino acid sequence, predict their binding affinity value. This is MHC class II binding data. (1) The peptide sequence is SGGFSTTVSTEQNVP. The MHC is DRB1_1302 with pseudo-sequence DRB1_1302. The binding affinity (normalized) is 0.0369. (2) The peptide sequence is SMPFGKTPVLEIDGK. The MHC is DRB1_0404 with pseudo-sequence DRB1_0404. The binding affinity (normalized) is 0. (3) The peptide sequence is FTVQKGSDPKKLVLD. The MHC is DRB3_0202 with pseudo-sequence DRB3_0202. The binding affinity (normalized) is 0.0447. (4) The peptide sequence is RPLMESELVIGAVII. The MHC is DRB1_0101 with pseudo-sequence DRB1_0101. The binding affinity (normalized) is 0.555. (5) The peptide sequence is AAVPAVGAAAGAPAA. The MHC is HLA-DQA10401-DQB10402 with pseudo-sequence HLA-DQA10401-DQB10402. The binding affinity (normalized) is 0.288. (6) The peptide sequence is STWYGKPTAAGPKDN. The MHC is DRB1_0405 with pseudo-sequence DRB1_0405. The binding affinity (normalized) is 0.189. (7) The peptide sequence is THIFAEVLKD. The MHC is HLA-DPA10201-DPB11401 with pseudo-sequence HLA-DPA10201-DPB11401. The binding affinity (normalized) is 0.00796. (8) The peptide sequence is ACPGTSVIIDGNCDGKK. The MHC is DRB5_0101 with pseudo-sequence DRB5_0101. The binding affinity (normalized) is 0.374. (9) The peptide sequence is DPKMLELMRLYITIH. The MHC is DRB1_1501 with pseudo-sequence DRB1_1501. The binding affinity (normalized) is 0.682. (10) The peptide sequence is LDAKSTWYGKPTGAG. The MHC is HLA-DQA10101-DQB10501 with pseudo-sequence HLA-DQA10101-DQB10501. The binding affinity (normalized) is 0.